Dataset: Full USPTO retrosynthesis dataset with 1.9M reactions from patents (1976-2016). Task: Predict the reactants needed to synthesize the given product. Given the product [F:1][C:2]1[CH:18]=[C:17]([F:19])[CH:16]=[CH:15][C:3]=1[O:4][C:5]1[N:10]=[C:9]2[NH:11][N:12]=[C:13]([NH:14][S:22]([CH2:20][CH3:21])(=[O:24])=[O:23])[C:8]2=[CH:7][N:6]=1, predict the reactants needed to synthesize it. The reactants are: [F:1][C:2]1[CH:18]=[C:17]([F:19])[CH:16]=[CH:15][C:3]=1[O:4][C:5]1[N:10]=[C:9]2[NH:11][N:12]=[C:13]([NH2:14])[C:8]2=[CH:7][N:6]=1.[CH2:20]([S:22](Cl)(=[O:24])=[O:23])[CH3:21].N1C=CC=CC=1.